From a dataset of CYP3A4 inhibition data for predicting drug metabolism from PubChem BioAssay. Regression/Classification. Given a drug SMILES string, predict its absorption, distribution, metabolism, or excretion properties. Task type varies by dataset: regression for continuous measurements (e.g., permeability, clearance, half-life) or binary classification for categorical outcomes (e.g., BBB penetration, CYP inhibition). Dataset: cyp3a4_veith. The result is 1 (inhibitor). The compound is COC(=O)[C@H](CCSC)NC(=O)NCc1ccccc1F.